This data is from Forward reaction prediction with 1.9M reactions from USPTO patents (1976-2016). The task is: Predict the product of the given reaction. (1) Given the reactants [H-].C([Al+]CC(C)C)C(C)C.[O:11]=[C:12]1[C@H:18]([NH:19][C:20]([N:22]2[CH2:27][CH2:26][CH:25]([NH:28][C:29]([NH:31][CH:32]([C:38]3[CH:43]=[CH:42][CH:41]=[CH:40][N:39]=3)[C:33](OCC)=O)=[O:30])[CH2:24][CH2:23]2)=[O:21])[N:17]=[C:16]([C:44]2[CH:49]=[CH:48][CH:47]=[CH:46][CH:45]=2)[C:15]2[CH:50]=[CH:51][CH:52]=[CH:53][C:14]=2[N:13]1[CH2:54][C:55]([F:58])([F:57])[F:56], predict the reaction product. The product is: [O:11]=[C:12]1[C@H:18]([NH:19][C:20]([N:22]2[CH2:23][CH2:24][CH:25]([N:28]3[CH:33]=[C:32]([C:38]4[CH:43]=[CH:42][CH:41]=[CH:40][N:39]=4)[NH:31][C:29]3=[O:30])[CH2:26][CH2:27]2)=[O:21])[N:17]=[C:16]([C:44]2[CH:49]=[CH:48][CH:47]=[CH:46][CH:45]=2)[C:15]2[CH:50]=[CH:51][CH:52]=[CH:53][C:14]=2[N:13]1[CH2:54][C:55]([F:58])([F:56])[F:57]. (2) The product is: [F:12][C:9]1[CH:10]=[CH:11][C:6]([CH:5]=[CH:4][C:3]([OH:17])=[O:2])=[C:7]([NH:13][CH2:14][CH2:15][CH3:16])[CH:8]=1. Given the reactants C[O:2][C:3](=[O:17])[CH:4]=[CH:5][C:6]1[CH:11]=[CH:10][C:9]([F:12])=[CH:8][C:7]=1[NH:13][CH2:14][CH2:15][CH3:16].[Li+].[OH-], predict the reaction product. (3) Given the reactants [CH:1]1([C:4]2[N:5]=[C:6]3[C:11]([O:12][CH2:13][C:14]4[C:19]([F:20])=[CH:18][CH:17]=[CH:16][C:15]=4[F:21])=[CH:10][C:9]([CH3:22])=[CH:8][N:7]3[C:23]=2[C:24]([O:26]CC)=[O:25])[CH2:3][CH2:2]1.[OH-].[Li+].Cl, predict the reaction product. The product is: [CH:1]1([C:4]2[N:5]=[C:6]3[C:11]([O:12][CH2:13][C:14]4[C:15]([F:21])=[CH:16][CH:17]=[CH:18][C:19]=4[F:20])=[CH:10][C:9]([CH3:22])=[CH:8][N:7]3[C:23]=2[C:24]([OH:26])=[O:25])[CH2:3][CH2:2]1. (4) The product is: [Cl:1][C:2]1[CH:10]=[C:9]2[C:5]([CH:6]([C:12]3[CH:13]=[N:14][CH:15]=[CH:16][CH:17]=3)[C:7](=[O:11])[NH:8]2)=[CH:4][CH:3]=1. Given the reactants [Cl:1][C:2]1[CH:10]=[C:9]2[C:5]([C:6](O)([C:12]3[CH:13]=[N:14][CH:15]=[CH:16][CH:17]=3)[C:7](=[O:11])[NH:8]2)=[CH:4][CH:3]=1.C([SiH](CC)CC)C.FC(F)(F)C(O)=O.C(=O)([O-])[O-].[Na+].[Na+], predict the reaction product. (5) Given the reactants IC.N1C2[C:6](=[CH:7][CH:8]=[C:9]([C:12]([OH:14])=[O:13])[CH:10]=2)[CH:5]=C1.[C:15](=O)([O-])[O-].[K+].[K+].[CH3:21][N:22]([CH:24]=O)[CH3:23], predict the reaction product. The product is: [CH3:15][O:14][C:12]([C:9]1[CH:10]=[C:23]2[C:6]([CH:5]=[CH:24][N:22]2[CH3:21])=[CH:7][CH:8]=1)=[O:13].